From a dataset of Forward reaction prediction with 1.9M reactions from USPTO patents (1976-2016). Predict the product of the given reaction. (1) Given the reactants [CH2:1]([O:8][C:9]([NH:11][CH:12]1[C:21]2[C:16](=[CH:17][C:18]([O:26][CH3:27])=[C:19]([C:22]([O:24][CH3:25])=[O:23])[CH:20]=2)[NH:15][CH:14]([CH:28]2[CH2:30][CH2:29]2)[CH:13]1[CH3:31])=[O:10])[C:2]1[CH:7]=[CH:6][CH:5]=[CH:4][CH:3]=1.CCN(C(C)C)C(C)C.[C:41](Cl)(=[O:43])[CH3:42].O, predict the reaction product. The product is: [C:41]([N:15]1[C:16]2[C:21](=[CH:20][C:19]([C:22]([O:24][CH3:25])=[O:23])=[C:18]([O:26][CH3:27])[CH:17]=2)[CH:12]([NH:11][C:9]([O:8][CH2:1][C:2]2[CH:3]=[CH:4][CH:5]=[CH:6][CH:7]=2)=[O:10])[CH:13]([CH3:31])[CH:14]1[CH:28]1[CH2:29][CH2:30]1)(=[O:43])[CH3:42]. (2) Given the reactants C([O:8][C:9](=[O:33])[C@@H:10]([NH:25][C@H:26]([C:28]([O:30][CH2:31][CH3:32])=[O:29])[CH3:27])[CH2:11][C:12]1[CH:17]=[CH:16][C:15]([C:18]2[CH:23]=[CH:22][CH:21]=[C:20]([Cl:24])[CH:19]=2)=[CH:14][CH:13]=1)C1C=CC=CC=1, predict the reaction product. The product is: [Cl:24][C:20]1[CH:19]=[C:18]([C:15]2[CH:14]=[CH:13][C:12]([CH2:11][C@H:10]([NH:25][C@H:26]([C:28]([O:30][CH2:31][CH3:32])=[O:29])[CH3:27])[C:9]([OH:33])=[O:8])=[CH:17][CH:16]=2)[CH:23]=[CH:22][CH:21]=1.